This data is from Forward reaction prediction with 1.9M reactions from USPTO patents (1976-2016). The task is: Predict the product of the given reaction. (1) Given the reactants [F-].C([N+](CCCC)(CCCC)CCCC)CCC.[O:19]([C@H:27]([CH3:73])[C@H:28]([CH2:54][N:55]1[CH:63]=[N:62][C:61]2[C:56]1=[N:57][CH:58]=[N:59][C:60]=2[NH:64][C:65](=[O:72])[C:66]1[CH:71]=[CH:70][CH:69]=[CH:68][CH:67]=1)[CH2:29][O:30][C:31]([C:46]1[CH:51]=[CH:50][C:49]([O:52][CH3:53])=[CH:48][CH:47]=1)([C:38]1[CH:43]=[CH:42][C:41]([O:44][CH3:45])=[CH:40][CH:39]=1)[C:32]1[CH:37]=[CH:36][CH:35]=[CH:34][CH:33]=1)[Si](C(C)(C)C)(C)C, predict the reaction product. The product is: [C:65]([NH:64][C:60]1[N:59]=[CH:58][N:57]=[C:56]2[C:61]=1[N:62]=[CH:63][N:55]2[CH2:54][C@@H:28]([C@H:27]([OH:19])[CH3:73])[CH2:29][O:30][C:31]([C:46]1[CH:47]=[CH:48][C:49]([O:52][CH3:53])=[CH:50][CH:51]=1)([C:38]1[CH:39]=[CH:40][C:41]([O:44][CH3:45])=[CH:42][CH:43]=1)[C:32]1[CH:37]=[CH:36][CH:35]=[CH:34][CH:33]=1)(=[O:72])[C:66]1[CH:71]=[CH:70][CH:69]=[CH:68][CH:67]=1. (2) Given the reactants [CH2:1]([O:8][C:9]([N:11]1[CH2:15][C@H:14]([CH2:16][OH:17])[C@H:13]([NH:18][C:19]([O:21][C:22]([CH3:25])([CH3:24])[CH3:23])=[O:20])[CH2:12]1)=[O:10])[C:2]1[CH:7]=[CH:6][CH:5]=[CH:4][CH:3]=1.CC(OI1(OC(C)=O)(OC(C)=O)OC(=O)C2C=CC=CC1=2)=O.S([O-])([O-])(=O)=S.[Na+].[Na+], predict the reaction product. The product is: [CH2:1]([O:8][C:9]([N:11]1[CH2:15][C@H:14]([CH:16]=[O:17])[C@H:13]([NH:18][C:19]([O:21][C:22]([CH3:25])([CH3:24])[CH3:23])=[O:20])[CH2:12]1)=[O:10])[C:2]1[CH:3]=[CH:4][CH:5]=[CH:6][CH:7]=1.